From a dataset of Reaction yield outcomes from USPTO patents with 853,638 reactions. Predict the reaction yield, written as a fraction of the theoretical maximum amount of product (1.0 means a 100% yield; for example, 0.34 means a 34% yield). (1) The reactants are [N:1]1[C:10]2[C:5](=[CH:6][C:7]([C:11]([OH:13])=O)=[CH:8][CH:9]=2)[N:4]=[CH:3][CH:2]=1.CN([C:17]([O:21][N:22]1N=NC2C=CC=N[C:23]1=2)=[N+](C)C)C.F[P-](F)(F)(F)(F)F.CCN(C(C)C)C(C)C.Cl.CONC. The catalyst is CN(C=O)C. The product is [CH3:17][O:21][N:22]([CH3:23])[C:11]([C:7]1[CH:6]=[C:5]2[C:10](=[CH:9][CH:8]=1)[N:1]=[CH:2][CH:3]=[N:4]2)=[O:13]. The yield is 0.800. (2) The reactants are [C:1]([C:4]1[CH:5]=[C:6]([CH:10]=[CH:11][CH:12]=1)[C:7]([OH:9])=[O:8])(=[O:3])[CH3:2].C([O-])([O-])=O.[Na+].[Na+].[CH2:19](Br)[C:20]1[CH:25]=[CH:24][CH:23]=[CH:22][CH:21]=1. The catalyst is CN(C=O)C.CCOC(C)=O. The product is [C:1]([C:4]1[CH:5]=[C:6]([CH:10]=[CH:11][CH:12]=1)[C:7]([O:9][CH2:19][C:20]1[CH:25]=[CH:24][CH:23]=[CH:22][CH:21]=1)=[O:8])(=[O:3])[CH3:2]. The yield is 0.840. (3) The reactants are [CH3:1][O:2][C:3]1[CH:15]=[CH:14][C:6]([CH2:7][N:8]2[C:12]([NH2:13])=[CH:11][CH:10]=[N:9]2)=[CH:5][CH:4]=1.C([O:18][CH:19]=[C:20]([C:26](OCC)=O)[C:21]([O:23][CH2:24][CH3:25])=[O:22])C. The catalyst is C1(OC2C=CC=CC=2)C=CC=CC=1. The product is [OH:18][C:19]1[C:20]([C:21]([O:23][CH2:24][CH3:25])=[O:22])=[CH:26][N:13]=[C:12]2[N:8]([CH2:7][C:6]3[CH:5]=[CH:4][C:3]([O:2][CH3:1])=[CH:15][CH:14]=3)[N:9]=[CH:10][C:11]=12. The yield is 0.800. (4) The reactants are [F:1][C:2]1[CH:7]=[CH:6][C:5]([CH:8]=[CH:9][CH2:10][CH2:11][CH2:12][CH2:13][CH2:14][C:15]([OH:17])=[O:16])=[CH:4][C:3]=1[CH3:18]. The catalyst is CO.[Pd]. The product is [F:1][C:2]1[CH:7]=[CH:6][C:5]([CH2:8][CH2:9][CH2:10][CH2:11][CH2:12][CH2:13][CH2:14][C:15]([OH:17])=[O:16])=[CH:4][C:3]=1[CH3:18]. The yield is 0.950. (5) The reactants are [CH3:1][O:2][C:3](=[O:7])[CH2:4][O:5][CH3:6].[Li+].CC([N-]C(C)C)C.[CH3:16][C:17]1[O:21][C:20]([C:22]2[CH:27]=[CH:26][CH:25]=[CH:24][CH:23]=2)=[N:19][C:18]=1[CH2:28][CH2:29][O:30][C:31]1[C:39]2[CH:38]=[CH:37][S:36][C:35]=2[C:34]([CH:40]=[O:41])=[CH:33][CH:32]=1.Cl. The catalyst is C1COCC1.ClCCl.ClCCl.CCOC(C)=O. The product is [CH3:1][O:2][C:3](=[O:7])[CH:4]([O:5][CH3:6])[CH:40]([OH:41])[C:34]1[C:35]2[S:36][CH:37]=[CH:38][C:39]=2[C:31]([O:30][CH2:29][CH2:28][C:18]2[N:19]=[C:20]([C:22]3[CH:27]=[CH:26][CH:25]=[CH:24][CH:23]=3)[O:21][C:17]=2[CH3:16])=[CH:32][CH:33]=1. The yield is 0.910.